This data is from Forward reaction prediction with 1.9M reactions from USPTO patents (1976-2016). The task is: Predict the product of the given reaction. (1) Given the reactants [F:1][C:2]1[CH:3]=[C:4]([C:8]2[CH:13]=[CH:12][CH:11]=[CH:10][C:9]=2[CH2:14][C:15]([O:17][CH2:18][CH3:19])=[O:16])[CH:5]=[CH:6][CH:7]=1.C[Si](C)(C)[N-][Si](C)(C)C.[Li+].[F:30]N(S(C1C=CC=CC=1)(=O)=O)S(C1C=CC=CC=1)(=O)=O.[Cl-].[NH4+], predict the reaction product. The product is: [F:30][CH:14]([C:9]1[CH:10]=[CH:11][CH:12]=[CH:13][C:8]=1[C:4]1[CH:5]=[CH:6][CH:7]=[C:2]([F:1])[CH:3]=1)[C:15]([O:17][CH2:18][CH3:19])=[O:16]. (2) Given the reactants [H-].[Na+].[CH3:3][OH:4].[Cl:5][C:6]1[CH:22]=[C:21]([Cl:23])[CH:20]=[CH:19][C:7]=1[CH2:8][NH:9][C:10](=[O:18])[C:11]1[CH:16]=[CH:15][N:14]=[C:13](F)[CH:12]=1, predict the reaction product. The product is: [Cl:5][C:6]1[CH:22]=[C:21]([Cl:23])[CH:20]=[CH:19][C:7]=1[CH2:8][NH:9][C:10](=[O:18])[C:11]1[CH:16]=[CH:15][N:14]=[C:13]([O:4][CH3:3])[CH:12]=1.